This data is from Peptide-MHC class I binding affinity with 185,985 pairs from IEDB/IMGT. The task is: Regression. Given a peptide amino acid sequence and an MHC pseudo amino acid sequence, predict their binding affinity value. This is MHC class I binding data. (1) The peptide sequence is RQKLKDAEK. The MHC is HLA-B51:01 with pseudo-sequence HLA-B51:01. The binding affinity (normalized) is 0.0847. (2) The peptide sequence is QTLISLNSMY. The MHC is HLA-A31:01 with pseudo-sequence HLA-A31:01. The binding affinity (normalized) is 0.136. (3) The peptide sequence is QTTDPYPQGP. The MHC is Mamu-A02 with pseudo-sequence Mamu-A02. The binding affinity (normalized) is 0. (4) The binding affinity (normalized) is 0.192. The peptide sequence is AQPCSDKAYK. The MHC is HLA-A68:01 with pseudo-sequence HLA-A68:01. (5) The peptide sequence is RMFKRVFNM. The MHC is HLA-C07:01 with pseudo-sequence HLA-C07:01. The binding affinity (normalized) is 0.272.